From a dataset of Full USPTO retrosynthesis dataset with 1.9M reactions from patents (1976-2016). Predict the reactants needed to synthesize the given product. (1) Given the product [NH2:19][C:18]1[N:17]=[N+:11]([O-:12])[C:10]2[CH:9]=[C:8]3[C:4]([CH2:5][CH:6]([CH2:14][CH2:15][OH:16])[CH2:7]3)=[CH:3][C:2]=2[N:1]=1, predict the reactants needed to synthesize it. The reactants are: [NH2:1][C:2]1[CH:3]=[C:4]2[C:8](=[CH:9][C:10]=1[N+:11]([O-])=[O:12])[CH2:7][CH:6]([CH2:14][CH2:15][OH:16])[CH2:5]2.[N:17]#[C:18][NH2:19].[CH]Cl.[OH-].[Na+]. (2) Given the product [CH2:1]([N:3]1[CH:7]=[C:6]([C:8]2[CH:9]=[C:10]([NH:14][OH:15])[CH:11]=[CH:12][CH:13]=2)[C:5]([C:17]2[CH:18]=[CH:19][N:20]=[CH:21][CH:22]=2)=[N:4]1)[CH3:2], predict the reactants needed to synthesize it. The reactants are: [CH2:1]([N:3]1[CH:7]=[C:6]([C:8]2[CH:13]=[CH:12][CH:11]=[C:10]([N+:14]([O-])=[O:15])[CH:9]=2)[C:5]([C:17]2[CH:22]=[CH:21][N:20]=[CH:19][CH:18]=2)=[N:4]1)[CH3:2].NN. (3) Given the product [N:16]1[CH:17]=[CH:18][C:13]([O:9][CH:6]2[CH2:7][CH2:8][CH:3]([OH:10])[CH2:4][CH2:5]2)=[CH:14][CH:15]=1, predict the reactants needed to synthesize it. The reactants are: [H-].[Na+].[CH:3]1([OH:10])[CH2:8][CH2:7][CH:6]([OH:9])[CH2:5][CH2:4]1.Cl.Cl[C:13]1[CH:18]=[CH:17][N:16]=[CH:15][CH:14]=1. (4) The reactants are: Br[C:2]1[CH:3]([C:10]2[C:11]([F:31])=[C:12]([N:16]([CH2:28][O:29][CH3:30])[S:17]([C:20]3[CH:25]=[C:24]([F:26])[CH:23]=[CH:22][C:21]=3[F:27])(=[O:19])=[O:18])[CH:13]=[CH:14][CH:15]=2)[NH:4][N:5]([CH:7]([CH3:9])[CH3:8])[CH:6]=1.[CH3:32][C:33]1([CH3:40])[C:37]([CH3:39])([CH3:38])[O:36][BH:35][O:34]1.C1(P(C2CCCCC2)C2C=CC=CC=2C2C(OC)=CC=CC=2OC)CCCCC1. Given the product [F:27][C:21]1[CH:22]=[CH:23][C:24]([F:26])=[CH:25][C:20]=1[S:17]([N:16]([C:12]1[CH:13]=[CH:14][CH:15]=[C:10]([C:3]2[C:2]([B:35]3[O:36][C:37]([CH3:39])([CH3:38])[C:33]([CH3:40])([CH3:32])[O:34]3)=[CH:6][N:5]([CH:7]([CH3:9])[CH3:8])[N:4]=2)[C:11]=1[F:31])[CH2:28][O:29][CH3:30])(=[O:19])=[O:18], predict the reactants needed to synthesize it.